Predict the product of the given reaction. From a dataset of Forward reaction prediction with 1.9M reactions from USPTO patents (1976-2016). Given the reactants Br[C:2]1[CH:7]=[CH:6][C:5]([CH:8]([NH:15][C:16]2[CH:34]=[CH:33][C:19]([C:20]([N:22]3[CH2:27][CH2:26][CH2:25][C@@H:24]([C:28]([O:30][CH2:31][CH3:32])=[O:29])[CH2:23]3)=[O:21])=[CH:18][CH:17]=2)[CH2:9][CH2:10][C:11]([F:14])([F:13])[F:12])=[C:4]([CH3:35])[CH:3]=1.[F-].[K+].[CH3:38][O:39][C:40]1[CH:45]=[CH:44][C:43](B(O)O)=[CH:42][CH:41]=1.C(P(C(C)(C)C)C1C=CC=CC=1C1C=CC=CC=1)(C)(C)C, predict the reaction product. The product is: [F:12][C:11]([F:14])([F:13])[CH2:10][CH2:9][CH:8]([NH:15][C:16]1[CH:34]=[CH:33][C:19]([C:20]([N:22]2[CH2:27][CH2:26][CH2:25][C@@H:24]([C:28]([O:30][CH2:31][CH3:32])=[O:29])[CH2:23]2)=[O:21])=[CH:18][CH:17]=1)[C:5]1[CH:6]=[CH:7][C:2]([C:43]2[CH:44]=[CH:45][C:40]([O:39][CH3:38])=[CH:41][CH:42]=2)=[CH:3][C:4]=1[CH3:35].